Dataset: Reaction yield outcomes from USPTO patents with 853,638 reactions. Task: Predict the reaction yield, written as a fraction of the theoretical maximum amount of product (1.0 means a 100% yield; for example, 0.34 means a 34% yield). The reactants are C([N-]C(C)C)(C)C.[Li+].N[C:10]1[CH:15]=[CH:14][N:13]=[CH:12][C:11]=1[C:16]1[CH:30]=[CH:29][CH:28]=[CH:27][C:17]=1[C:18]([N:20](C(C)C)C(C)C)=[O:19]. The catalyst is C1COCC1. The product is [CH:12]1[N:13]=[CH:14][CH:15]=[C:10]2[C:11]=1[C:16]1[CH:30]=[CH:29][CH:28]=[CH:27][C:17]=1[C:18](=[O:19])[NH:20]2. The yield is 0.940.